Predict the product of the given reaction. From a dataset of Forward reaction prediction with 1.9M reactions from USPTO patents (1976-2016). (1) Given the reactants [S:1]1[CH:5]=[CH:4][C:3]([CH:6]=[O:7])=[CH:2]1.[CH2:8](O)[CH2:9][OH:10], predict the reaction product. The product is: [S:1]1[CH:5]=[CH:4][C:3]([CH:6]2[O:10][CH2:9][CH2:8][O:7]2)=[CH:2]1. (2) Given the reactants [Br:1][C:2]1[CH:3]=[C:4]([CH2:8]O)[CH:5]=[N:6][CH:7]=1.P(Br)(Br)[Br:11].CCN(CC)CC, predict the reaction product. The product is: [Br:1][C:2]1[CH:7]=[N:6][CH:5]=[C:4]([CH2:8][Br:11])[CH:3]=1. (3) Given the reactants [NH2:1][C@@H:2]1[CH2:7][CH2:6][C@H:5]([NH:8][C:9](=[O:23])[C:10]2[CH:15]=[CH:14][C:13]([C:16]3[CH:21]=[CH:20][CH:19]=[C:18]([F:22])[CH:17]=3)=[N:12][CH:11]=2)[CH2:4][CH2:3]1.C1C=NC2N(O)N=NC=2C=1.[OH:34][C:35]([CH3:40])([CH3:39])[C:36](O)=[O:37].C(Cl)CCl, predict the reaction product. The product is: [F:22][C:18]1[CH:17]=[C:16]([C:13]2[CH:14]=[CH:15][C:10]([C:9]([NH:8][C@H:5]3[CH2:4][CH2:3][C@@H:2]([NH:1][C:36](=[O:37])[C:35]([OH:34])([CH3:40])[CH3:39])[CH2:7][CH2:6]3)=[O:23])=[CH:11][N:12]=2)[CH:21]=[CH:20][CH:19]=1. (4) Given the reactants C[O:2][C:3](=[O:28])[CH2:4][C:5]1[C:6]2[CH:13]=[CH:12][C:11]([O:14][CH2:15][C:16]3[CH:20]=[C:19]([C:21]4[CH:26]=[CH:25][C:24]([Cl:27])=[CH:23][CH:22]=4)[O:18][N:17]=3)=[CH:10][C:7]=2[S:8][CH:9]=1.ClC1C=CC(C(=O)CCCSC2C=CC(OCC(O)=O)=C3C=2CCC3)=CC=1, predict the reaction product. The product is: [Cl:27][C:24]1[CH:25]=[CH:26][C:21]([C:19]2[O:18][N:17]=[C:16]([CH2:15][O:14][C:11]3[CH:12]=[CH:13][C:6]4[C:5]([CH2:4][C:3]([OH:28])=[O:2])=[CH:9][S:8][C:7]=4[CH:10]=3)[CH:20]=2)=[CH:22][CH:23]=1. (5) Given the reactants C([C@@H]([C@H](C(O)=O)O)O)(O)=O.[NH2:11][C:12]1[C:17]2[C:18]([C:21]3[CH:26]=[CH:25][C:24]([NH:27][C:28]([NH:30][C:31]4[CH:36]=[CH:35][CH:34]=[C:33]([F:37])[CH:32]=4)=[O:29])=[CH:23][CH:22]=3)=[CH:19][S:20][C:16]=2[C:15]([C:38]2[CH:39]=[N:40][N:41]([CH2:43][CH2:44][OH:45])[CH:42]=2)=[CH:14][N:13]=1.O, predict the reaction product. The product is: [NH2:11][C:12]1[C:17]2[C:18]([C:21]3[CH:22]=[CH:23][C:24]([NH:27][C:28]([NH:30][C:31]4[CH:36]=[CH:35][CH:34]=[C:33]([F:37])[CH:32]=4)=[O:29])=[CH:25][CH:26]=3)=[CH:19][S:20][C:16]=2[C:15]([C:38]2[CH:39]=[N:40][N:41]([CH2:43][CH2:44][OH:45])[CH:42]=2)=[CH:14][N:13]=1. (6) Given the reactants [OH:1][CH2:2][C:3]1[CH:4]=[CH:5][CH:6]=[C:7]2[C:12]=1[CH2:11][N:10]([C:13]([O:15][C:16]([CH3:19])([CH3:18])[CH3:17])=[O:14])[CH2:9][CH2:8]2.[C:20](OC(=O)C)(=[O:22])[CH3:21], predict the reaction product. The product is: [C:20]([O:1][CH2:2][C:3]1[CH:4]=[CH:5][CH:6]=[C:7]2[C:12]=1[CH2:11][N:10]([C:13]([O:15][C:16]([CH3:19])([CH3:18])[CH3:17])=[O:14])[CH2:9][CH2:8]2)(=[O:22])[CH3:21]. (7) Given the reactants [Br:1][C:2]1[CH:7]=[C:6]([CH3:8])[C:5]([CH3:9])=[CH:4][C:3]=1[CH3:10].[Cl-].[Al+3].[Cl-].[Cl-].[CH3:15][O:16]C(Cl)Cl.O, predict the reaction product. The product is: [Br:1][C:2]1[C:3]([CH3:10])=[C:4]([C:5]([CH3:9])=[C:6]([CH3:8])[CH:7]=1)[CH:15]=[O:16]. (8) Given the reactants Br[C:2]1[CH:7]=[CH:6][C:5]([C:8]2([C:11]([O:13][C:14]([CH3:17])([CH3:16])[CH3:15])=[O:12])[CH2:10][CH2:9]2)=[CH:4][CH:3]=1.[O:18]=[C:19]1[NH:23][CH2:22][CH2:21][O:20]1.[C@@H]1(N)CCCC[C@H]1N.C(=O)([O-])[O-].[K+].[K+], predict the reaction product. The product is: [O:18]=[C:19]1[N:23]([C:2]2[CH:7]=[CH:6][C:5]([C:8]3([C:11]([O:13][C:14]([CH3:17])([CH3:16])[CH3:15])=[O:12])[CH2:10][CH2:9]3)=[CH:4][CH:3]=2)[CH2:22][CH2:21][O:20]1. (9) Given the reactants [NH:1]1[C:9]2[C:4](=[CH:5][CH:6]=[C:7]([CH2:10][C:11]([NH:13][CH2:14][C:15]#[CH:16])=[O:12])[CH:8]=2)[CH:3]=[CH:2]1.I[C:18]1[CH:23]=[CH:22][C:21]([C:24]([F:27])([F:26])[F:25])=[CH:20][CH:19]=1, predict the reaction product. The product is: [NH:1]1[C:9]2[C:4](=[CH:5][CH:6]=[C:7]([CH2:10][C:11]([NH:13][CH2:14][C:15]#[C:16][C:18]3[CH:23]=[CH:22][C:21]([C:24]([F:27])([F:26])[F:25])=[CH:20][CH:19]=3)=[O:12])[CH:8]=2)[CH:3]=[CH:2]1. (10) Given the reactants OO.O[Li].O.C([C@@H]1COC(=O)N1[C:19](=[O:43])[C@H:20]([C@H:29]1[N:33]([C:34]([O:36][C:37]([CH3:40])([CH3:39])[CH3:38])=[O:35])[C:32]([CH3:42])([CH3:41])[CH2:31][CH2:30]1)[C:21]1[CH:26]=[CH:25][C:24]([Cl:27])=[C:23]([F:28])[CH:22]=1)C1C=CC=CC=1.[O-:44]S([O-])=O.[Na+:48].[Na+], predict the reaction product. The product is: [Na+:48].[C:37]([O:36][C:34]([N:33]1[C:32]([CH3:42])([CH3:41])[CH2:31][CH2:30][C@H:29]1[C@H:20]([C:21]1[CH:26]=[CH:25][C:24]([Cl:27])=[C:23]([F:28])[CH:22]=1)[C:19]([O-:43])=[O:44])=[O:35])([CH3:38])([CH3:39])[CH3:40].